The task is: Predict the reactants needed to synthesize the given product.. This data is from Full USPTO retrosynthesis dataset with 1.9M reactions from patents (1976-2016). (1) Given the product [CH3:1][O:2][C:3](=[O:19])[CH:4]([NH:8][C:9](=[O:18])[C:10]1[C:11]([Cl:17])=[CH:12][CH:13]=[CH:14][C:15]=1[Cl:16])[CH2:5]/[CH:6]=[CH:7]/[C:37]1[CH:36]=[CH:35][C:34]([N:27]([CH2:26][C:25]2[CH:24]=[CH:23][C:22]([O:21][CH3:20])=[CH:42][CH:41]=2)[C:28]2[N:29]=[CH:30][CH:31]=[CH:32][N:33]=2)=[CH:39][CH:38]=1, predict the reactants needed to synthesize it. The reactants are: [CH3:1][O:2][C:3](=[O:19])[CH:4]([NH:8][C:9](=[O:18])[C:10]1[C:15]([Cl:16])=[CH:14][CH:13]=[CH:12][C:11]=1[Cl:17])[CH2:5][CH:6]=[CH2:7].[CH3:20][O:21][C:22]1[CH:42]=[CH:41][C:25]([CH2:26][N:27]([C:34]2[CH:39]=[CH:38][C:37](Br)=[CH:36][CH:35]=2)[C:28]2[N:33]=[CH:32][CH:31]=[CH:30][N:29]=2)=[CH:24][CH:23]=1. (2) Given the product [C:8]([C:6]1[CH:5]=[C:4]([CH:12]([OH:17])[C:13]([F:15])([F:16])[F:14])[C:3]([O:18][CH3:19])=[C:2]([NH:1][C:30](=[O:31])[O:32][CH2:33][C:34]([Cl:37])([Cl:36])[Cl:35])[CH:7]=1)([CH3:11])([CH3:10])[CH3:9], predict the reactants needed to synthesize it. The reactants are: [NH2:1][C:2]1[C:3]([O:18][CH3:19])=[C:4]([CH:12]([OH:17])[C:13]([F:16])([F:15])[F:14])[CH:5]=[C:6]([C:8]([CH3:11])([CH3:10])[CH3:9])[CH:7]=1.C(N(CC)C(C)C)(C)C.Cl[C:30]([O:32][CH2:33][C:34]([Cl:37])([Cl:36])[Cl:35])=[O:31].O. (3) Given the product [C:20]1([CH3:25])[CH:21]=[CH:22][CH:23]=[CH:24][C:19]=1[O:18][C:7]1[C:6]([C:4]([OH:5])=[O:3])=[CH:11][N:10]=[C:9]([C:12]2[N:13]=[CH:14][CH:15]=[CH:16][N:17]=2)[N:8]=1, predict the reactants needed to synthesize it. The reactants are: C([O:3][C:4]([C:6]1[C:7]([O:18][C:19]2[CH:24]=[CH:23][CH:22]=[CH:21][C:20]=2[CH3:25])=[N:8][C:9]([C:12]2[N:17]=[CH:16][CH:15]=[CH:14][N:13]=2)=[N:10][CH:11]=1)=[O:5])C.Cl. (4) Given the product [OH:13][C:14]1[C:15]([C:21]2[CH:26]=[CH:25][CH:24]=[CH:23][CH:22]=2)=[C:16]([OH:17])[N:3]2[N:4]=[C:5]([C:7]([O:9][CH3:10])=[O:8])[CH:6]=[C:2]2[N:1]=1, predict the reactants needed to synthesize it. The reactants are: [NH2:1][C:2]1[CH:6]=[C:5]([C:7]([O:9][CH3:10])=[O:8])[NH:4][N:3]=1.C([O:13][C:14](=O)[CH:15]([C:21]1[CH:26]=[CH:25][CH:24]=[CH:23][CH:22]=1)[C:16](OCC)=[O:17])C.C(N(C(C)C)CC)(C)C. (5) Given the product [Cl:14][C:15]1[CH:23]=[CH:22][CH:21]=[CH:20][C:16]=1[C:17]([NH:13][C:10]1[CH:11]=[CH:12][N:8]([C:7]2[CH:6]=[CH:5][CH:4]=[CH:24][C:2]=2[Cl:1])[N:9]=1)=[O:18], predict the reactants needed to synthesize it. The reactants are: [Cl:1][C:2]1[C:7]([N:8]2[CH:12]=[CH:11][C:10]([NH2:13])=[N:9]2)=[CH:6][CH:5]=[CH:4]N=1.[Cl:14][C:15]1[CH:23]=[CH:22][CH:21]=[CH:20][C:16]=1[C:17](Cl)=[O:18].[CH2:24](N(CC)CC)C. (6) Given the product [ClH:1].[ClH:1].[CH3:2][NH:3][C@H:4]1[CH2:13][CH2:12][C:11]2[C:6](=[CH:7][CH:8]=[CH:9][C:10]=2[C:14]2[C:15]([CH3:21])=[N:16][N:17]([CH3:20])[C:18]=2[CH3:19])[CH2:5]1, predict the reactants needed to synthesize it. The reactants are: [ClH:1].[CH3:2][NH:3][C@H:4]1[CH2:13][CH2:12][C:11]2[C:6](=[CH:7][CH:8]=[CH:9][C:10]=2[C:14]2[C:15]([CH3:21])=[N:16][N:17]([CH3:20])[C:18]=2[CH3:19])[CH2:5]1. (7) Given the product [C:1]([O:8][CH3:9])(=[O:7])/[CH:2]=[CH:3]/[C:4]([O:6][CH2:11][C:12]([N:14]1[CH2:19][CH2:18][O:17][CH2:16][CH2:15]1)=[O:13])=[O:5], predict the reactants needed to synthesize it. The reactants are: [C:1]([O:8][CH3:9])(=[O:7])/[CH:2]=[CH:3]/[C:4]([OH:6])=[O:5].Cl[CH2:11][C:12]([N:14]1[CH2:19][CH2:18][O:17][CH2:16][CH2:15]1)=[O:13].C(=O)([O-])O.[Cs+]. (8) Given the product [F:29][C:3]([F:2])([F:28])[C:4]1[CH:5]=[C:6]([CH:21]=[C:22]([C:24]([F:27])([F:25])[F:26])[CH:23]=1)[CH2:7][O:8][C@H:9]1[CH2:14][CH2:13][N:12]([C:31]([NH:32][CH3:35])=[O:37])[CH2:11][C@H:10]1[C:15]1[CH:16]=[CH:17][CH:18]=[CH:19][CH:20]=1, predict the reactants needed to synthesize it. The reactants are: Cl.[F:2][C:3]([F:29])([F:28])[C:4]1[CH:5]=[C:6]([CH:21]=[C:22]([C:24]([F:27])([F:26])[F:25])[CH:23]=1)[CH2:7][O:8][C@H:9]1[CH2:14][CH2:13][NH:12][CH2:11][C@H:10]1[C:15]1[CH:20]=[CH:19][CH:18]=[CH:17][CH:16]=1.C[CH2:31][N:32]([CH2:35]C)CC.[OH2:37]. (9) The reactants are: [CH2:1]([O:5][C:6]1[N:14]=[C:13]2[C:9]([N:10]=[C:11]([O:39]C)[N:12]2[CH:15]([O:22][CH2:23][CH2:24][CH2:25][NH:26][CH2:27][C:28]2[CH:33]=[CH:32][CH:31]=[C:30]([CH2:34][C:35]([O:37][CH3:38])=[O:36])[CH:29]=2)[C:16]2[CH:21]=[CH:20][CH:19]=[CH:18][CH:17]=2)=[C:8]([NH2:41])[N:7]=1)[CH2:2][CH2:3][CH3:4].S(=O)(=O)(O)O.C(=O)([O-])O.[Na+]. Given the product [CH2:1]([O:5][C:6]1[N:14]=[C:13]2[C:9]([NH:10][C:11](=[O:39])[N:12]2[CH:15]([O:22][CH2:23][CH2:24][CH2:25][NH:26][CH2:27][C:28]2[CH:33]=[CH:32][CH:31]=[C:30]([CH2:34][C:35]([O:37][CH3:38])=[O:36])[CH:29]=2)[C:16]2[CH:17]=[CH:18][CH:19]=[CH:20][CH:21]=2)=[C:8]([NH2:41])[N:7]=1)[CH2:2][CH2:3][CH3:4], predict the reactants needed to synthesize it.